Dataset: Reaction yield outcomes from USPTO patents with 853,638 reactions. Task: Predict the reaction yield, written as a fraction of the theoretical maximum amount of product (1.0 means a 100% yield; for example, 0.34 means a 34% yield). (1) The reactants are [N+:1]([C:4]1[CH:9]=[CH:8][C:7]([C:10]2[O:14][N:13]=[CH:12][C:11]=2[CH2:15][CH2:16][C:17]([OH:19])=[O:18])=[CH:6][CH:5]=1)([O-:3])=[O:2].S(=O)(=O)(O)O.[CH3:25]O. No catalyst specified. The product is [N+:1]([C:4]1[CH:5]=[CH:6][C:7]([C:10]2[O:14][N:13]=[CH:12][C:11]=2[CH2:15][CH2:16][C:17]([O:19][CH3:25])=[O:18])=[CH:8][CH:9]=1)([O-:3])=[O:2]. The yield is 0.980. (2) The reactants are C1(C(C2C=CC=CC=2)[N:8]2[C:16]3[C:11](=[CH:12][CH:13]=[CH:14][CH:15]=3)[C@@:10]3([C:20]4=[CH:21][C:22]5[O:26][CH2:25][O:24][C:23]=5[CH:27]=[C:19]4[O:18][CH2:17]3)[C:9]2=[O:28])C=CC=CC=1.FC(F)(F)C(O)=O.C([SiH](CC)CC)C. No catalyst specified. The product is [NH:8]1[C:16]2[C:11](=[CH:12][CH:13]=[CH:14][CH:15]=2)[C@@:10]2([C:20]3=[CH:21][C:22]4[O:26][CH2:25][O:24][C:23]=4[CH:27]=[C:19]3[O:18][CH2:17]2)[C:9]1=[O:28]. The yield is 0.910.